This data is from Forward reaction prediction with 1.9M reactions from USPTO patents (1976-2016). The task is: Predict the product of the given reaction. (1) Given the reactants [C:1]([O:5][C:6](=[O:17])[NH:7][CH2:8][C:9]1[CH:14]=[CH:13][C:12](Br)=[CH:11][C:10]=1[F:16])([CH3:4])([CH3:3])[CH3:2].[C:18]1([OH:24])[CH:23]=[CH:22][CH:21]=[CH:20][CH:19]=1.CC(C)(C(=O)CC(=O)C(C)(C)C)C.C(=O)([O-])[O-].[Cs+].[Cs+], predict the reaction product. The product is: [C:1]([O:5][C:6](=[O:17])[NH:7][CH2:8][C:9]1[CH:14]=[CH:13][C:12]([O:24][C:18]2[CH:23]=[CH:22][CH:21]=[CH:20][CH:19]=2)=[CH:11][C:10]=1[F:16])([CH3:4])([CH3:3])[CH3:2]. (2) Given the reactants NC1NC2C(C(C3C=CC=CC=3)C=1C#N)=CC=CC=2.[NH:20]=[C:21]1[C:30]([C:31]#[N:32])=[C:29]([C:33]2[CH:38]=[CH:37][CH:36]=[C:35]([O:39][CH3:40])[CH:34]=2)[C:28]2[C:23](=[CH:24][C:25]([O:41][CH3:42])=[CH:26][CH:27]=2)[S:22]1.[BH4-].[Na+].Cl, predict the reaction product. The product is: [NH2:20][C:21]1[S:22][C:23]2[C:28]([CH:29]([C:33]3[CH:38]=[CH:37][CH:36]=[C:35]([O:39][CH3:40])[CH:34]=3)[C:30]=1[C:31]#[N:32])=[CH:27][CH:26]=[C:25]([O:41][CH3:42])[CH:24]=2. (3) Given the reactants [CH2:1]([O:3][C:4]([C@H:6]1[CH2:9][C@H:8]([CH2:10]C(O)=O)[CH2:7]1)=[O:5])[CH3:2].[CH2:14]([OH:21])[C:15]1[CH:20]=[CH:19][CH:18]=[CH:17][CH:16]=1.C([N:24]([CH2:27]C)CC)C.C1(P(N=[N+]=[N-])(C2C=CC=CC=2)=[O:36])C=CC=CC=1, predict the reaction product. The product is: [CH2:1]([O:3][C:4]([C@H:6]1[CH2:7][C@H:8]([CH2:10][NH:24][C:27]([O:21][CH2:14][C:15]2[CH:20]=[CH:19][CH:18]=[CH:17][CH:16]=2)=[O:36])[CH2:9]1)=[O:5])[CH3:2]. (4) The product is: [CH3:24][C:25]([CH3:32])([CH2:30][N:10]1[CH2:9][CH2:8][CH:7]([CH2:6][NH:5][C@@H:13]2[CH2:15][C@H:14]2[C:16]2[CH:17]=[CH:18][CH:19]=[CH:20][CH:21]=2)[CH2:12][CH2:11]1)[C:26]([OH:28])=[O:27]. Given the reactants FC(F)(F)C([N:5]([C@@H:13]1[CH2:15][C@H:14]1[C:16]1[CH:21]=[CH:20][CH:19]=[CH:18][CH:17]=1)[CH2:6][CH:7]1[CH2:12][CH2:11][NH:10][CH2:9][CH2:8]1)=O.[CH3:24][C:25]([CH3:32])([CH:30]=O)[C:26]([O:28]C)=[O:27].C(O[BH-](OC(=O)C)OC(=O)C)(=O)C.[Na+].[OH-].[Na+], predict the reaction product. (5) Given the reactants [Cl:1][C:2]1[C:7]([O:8][CH3:9])=[CH:6][C:5]([O:10][CH3:11])=[CH:4][C:3]=1[C:12]1[C:23](=[O:24])[N:22]([CH2:25][CH2:26][C:27]2[N:32]=[CH:31][C:30]([NH:33]C(=O)OC(C)(C)C)=[CH:29][CH:28]=2)[C:15]2[N:16]=[C:17]([NH:20][CH3:21])[N:18]=[CH:19][C:14]=2[CH:13]=1.C(O)(C(F)(F)F)=O, predict the reaction product. The product is: [NH2:33][C:30]1[CH:29]=[CH:28][C:27]([CH2:26][CH2:25][N:22]2[C:15]3[N:16]=[C:17]([NH:20][CH3:21])[N:18]=[CH:19][C:14]=3[CH:13]=[C:12]([C:3]3[CH:4]=[C:5]([O:10][CH3:11])[CH:6]=[C:7]([O:8][CH3:9])[C:2]=3[Cl:1])[C:23]2=[O:24])=[N:32][CH:31]=1. (6) Given the reactants [O:1]=[O+][O-].C([C:6](=P(C1C=CC=CC=1)(C1C=CC=CC=1)C1C=CC=CC=1)[C:7]([C@@H:9]([NH:14][C:15](=[O:28])[O:16][C:17]1([CH2:21][C:22]2[CH:27]=[CH:26][CH:25]=[CH:24][CH:23]=2)[CH2:20][CH2:19][CH2:18]1)[CH2:10][CH2:11][CH2:12][CH3:13])=[O:8])#N.[CH3:48][C@H:49]([NH2:56])[C:50]1[CH:55]=[CH:54][CH:53]=[CH:52][CH:51]=1, predict the reaction product. The product is: [O:1]=[C:6]([NH:56][C@@H:49]([C:50]1[CH:55]=[CH:54][CH:53]=[CH:52][CH:51]=1)[CH3:48])[C:7]([C@@H:9]([NH:14][C:15](=[O:28])[O:16][C:17]1([CH2:21][C:22]2[CH:23]=[CH:24][CH:25]=[CH:26][CH:27]=2)[CH2:18][CH2:19][CH2:20]1)[CH2:10][CH2:11][CH2:12][CH3:13])=[O:8].